Dataset: CYP2C9 substrate classification data from Carbon-Mangels et al.. Task: Regression/Classification. Given a drug SMILES string, predict its absorption, distribution, metabolism, or excretion properties. Task type varies by dataset: regression for continuous measurements (e.g., permeability, clearance, half-life) or binary classification for categorical outcomes (e.g., BBB penetration, CYP inhibition). Dataset: cyp2c9_substrate_carbonmangels. The compound is Cc1ccccc1. The result is 0 (non-substrate).